This data is from Reaction yield outcomes from USPTO patents with 853,638 reactions. The task is: Predict the reaction yield, written as a fraction of the theoretical maximum amount of product (1.0 means a 100% yield; for example, 0.34 means a 34% yield). (1) The reactants are [O:1]=[C:2]1[CH:7]([N:8]2[CH2:16][C:15]3[C:14]([C:17]#[N:18])=[CH:13][CH:12]=[CH:11][C:10]=3[C:9]2=[O:19])[CH2:6][CH2:5][C:4](=[O:20])[NH:3]1.[ClH:21]. The catalyst is CO.[Pd]. The product is [ClH:21].[NH2:18][CH2:17][C:14]1[CH:13]=[CH:12][CH:11]=[C:10]2[C:15]=1[CH2:16][N:8]([CH:7]1[CH2:6][CH2:5][C:4](=[O:20])[NH:3][C:2]1=[O:1])[C:9]2=[O:19]. The yield is 0.990. (2) The product is [CH2:10]([O:11][C:12]([C:14]1[S:15][C:16]([S:34][CH3:35])=[C:17]([S:19]([C:22]2[CH:23]=[C:24]([C:1]3[CH:6]=[CH:5][CH:4]=[CH:3][CH:2]=3)[CH:25]=[C:26]([O:28][C:29]([CH3:32])([CH3:31])[CH3:30])[CH:27]=2)(=[O:21])=[O:20])[CH:18]=1)=[O:13])[CH3:36]. The reactants are [C:1]1(B(O)O)[CH:6]=[CH:5][CH:4]=[CH:3][CH:2]=1.[CH3:10][O:11][C:12]([C:14]1[S:15][C:16]([S:34][CH3:35])=[C:17]([S:19]([C:22]2[CH:27]=[C:26]([O:28][C:29]([CH3:32])([CH3:31])[CH3:30])[CH:25]=[C:24](Br)[CH:23]=2)(=[O:21])=[O:20])[CH:18]=1)=[O:13].[C:36]([O-])([O-])=O.[Na+].[Na+].C1(C)C=CC=CC=1. The catalyst is C1C=CC([P]([Pd]([P](C2C=CC=CC=2)(C2C=CC=CC=2)C2C=CC=CC=2)([P](C2C=CC=CC=2)(C2C=CC=CC=2)C2C=CC=CC=2)[P](C2C=CC=CC=2)(C2C=CC=CC=2)C2C=CC=CC=2)(C2C=CC=CC=2)C2C=CC=CC=2)=CC=1.CCOC(C)=O.C(O)C. The yield is 0.650. (3) The reactants are [CH:1]1([CH:6]([N:10]2[CH:14]=[C:13]([C:15]3[C:16]4[CH:23]=[CH:22][N:21](COCC[Si](C)(C)C)[C:17]=4[N:18]=[CH:19][N:20]=3)[CH:12]=[N:11]2)[CH2:7][CH:8]=[CH2:9])[CH2:5][CH2:4][CH2:3][CH2:2]1.[C:32]([OH:38])([C:34]([F:37])([F:36])[F:35])=[O:33]. The catalyst is C(Cl)Cl. The product is [F:35][C:34]([F:37])([F:36])[C:32]([OH:38])=[O:33].[CH:1]1([CH:6]([N:10]2[CH:14]=[C:13]([C:15]3[C:16]4[CH:23]=[CH:22][NH:21][C:17]=4[N:18]=[CH:19][N:20]=3)[CH:12]=[N:11]2)[CH2:7][CH:8]=[CH2:9])[CH2:5][CH2:4][CH2:3][CH2:2]1. The yield is 0.800. (4) The reactants are Br[C:2]1[NH:6][C:5]([C@@H:7]2[CH2:11][CH2:10][CH2:9][N:8]2[C:12](=[O:22])[C@@H:13]([NH:17][C:18](=[O:21])[O:19][CH3:20])[CH:14]([CH3:16])[CH3:15])=[N:4][CH:3]=1.CC1(C)C(C)(C)OB([C:31]2[CH:36]=[C:35]3[CH2:37][O:38][C:39]4[CH:63]=[C:62]5[C:42]([CH:43]=[CH:44][C:45]6[N:49]=[C:48]([CH:50]7[CH2:54][CH2:53][CH2:52][N:51]7[C:55]([O:57][C:58]([CH3:61])([CH3:60])[CH3:59])=[O:56])[NH:47][C:46]=65)=[CH:41][C:40]=4[C:34]3=[CH:33][CH:32]=2)O1.C(=O)([O-])[O-].[K+].[K+]. The catalyst is COCCOC.CN(C)C=O.C1C=CC(P(C2C=CC=CC=2)[C-]2C=CC=C2)=CC=1.C1C=CC(P(C2C=CC=CC=2)[C-]2C=CC=C2)=CC=1.Cl[Pd]Cl.[Fe+2]. The product is [CH3:20][O:19][C:18]([NH:17][C@H:13]([C:12]([N:8]1[CH2:9][CH2:10][CH2:11][CH:7]1[C:5]1[NH:6][C:2]([C:31]2[CH:36]=[C:35]3[CH2:37][O:38][C:39]4[CH:63]=[C:62]5[C:42]([CH:43]=[CH:44][C:45]6[N:49]=[C:48]([CH:50]7[CH2:54][CH2:53][CH2:52][N:51]7[C:55]([O:57][C:58]([CH3:59])([CH3:60])[CH3:61])=[O:56])[NH:47][C:46]=65)=[CH:41][C:40]=4[C:34]3=[CH:33][CH:32]=2)=[CH:3][N:4]=1)=[O:22])[CH:14]([CH3:16])[CH3:15])=[O:21]. The yield is 0.590.